Dataset: Reaction yield outcomes from USPTO patents with 853,638 reactions. Task: Predict the reaction yield, written as a fraction of the theoretical maximum amount of product (1.0 means a 100% yield; for example, 0.34 means a 34% yield). The reactants are [N:1]([CH2:4][CH2:5][CH2:6][CH2:7][N:8]1[C@H:12](/[CH:13]=[N:14]/[S@](C(C)(C)C)=O)[C@:11]([C@H:22]([O:25][Si:26]([C:39]([CH3:42])([CH3:41])[CH3:40])([C:33]2[CH:38]=[CH:37][CH:36]=[CH:35][CH:34]=2)[C:27]2[CH:32]=[CH:31][CH:30]=[CH:29][CH:28]=2)[CH2:23][CH3:24])([CH3:21])[O:10][C:9]1=[O:43])=[N+:2]=[N-:3].[CH2:44]([Mg]Br)[CH:45]=[CH2:46].[Cl-].[NH4+].Cl. The catalyst is ClCCl.C(OCC)(=O)C. The product is [NH2:14][C@@H:13]([C@@H:12]1[C@:11]([C@H:22]([O:25][Si:26]([C:39]([CH3:42])([CH3:40])[CH3:41])([C:33]2[CH:34]=[CH:35][CH:36]=[CH:37][CH:38]=2)[C:27]2[CH:28]=[CH:29][CH:30]=[CH:31][CH:32]=2)[CH2:23][CH3:24])([CH3:21])[O:10][C:9](=[O:43])[N:8]1[CH2:7][CH2:6][CH2:5][CH2:4][N:1]=[N+:2]=[N-:3])[CH2:46][CH:45]=[CH2:44]. The yield is 0.940.